This data is from Full USPTO retrosynthesis dataset with 1.9M reactions from patents (1976-2016). The task is: Predict the reactants needed to synthesize the given product. (1) Given the product [CH3:13][N:14]1[N:20]=[C:19]([OH:21])[C:17](=[O:18])[N:16]=[C:15]1[S:22][CH2:23][C:24]1[CH2:45][S:44][C@@H:27]2[C@H:28]([NH:31][C:32](/[C:34](/[C:38]3[N:42]=[C:41]([NH2:43])[S:40][CH:39]=3)=[N:35]\[O:36][CH3:37])=[O:33])[C:29](=[O:30])[N:26]2[C:25]=1[C:46]([OH:48])=[O:47].[NH2:1][C@H:2]([C:10]([OH:12])=[O:11])[CH2:3][CH2:4][CH2:5][NH:6][C:7](=[NH:8])[NH2:9], predict the reactants needed to synthesize it. The reactants are: [NH2:1][C@H:2]([C:10]([OH:12])=[O:11])[CH2:3][CH2:4][CH2:5][NH:6][C:7](=[NH:9])[NH2:8].[CH3:13][N:14]1[N:20]=[C:19]([OH:21])[C:17](=[O:18])[N:16]=[C:15]1[S:22][CH2:23][C:24]1[CH2:45][S:44][C@@H:27]2[C@H:28]([NH:31][C:32](/[C:34](/[C:38]3[N:42]=[C:41]([NH2:43])[S:40][CH:39]=3)=[N:35]\[O:36][CH3:37])=[O:33])[C:29](=[O:30])[N:26]2[C:25]=1[C:46]([OH:48])=[O:47].Cl. (2) Given the product [O:1]1[CH2:6][CH2:5][CH2:4][CH2:3][CH:2]1[O:7][CH2:8][C:9]1([OH:11])[CH2:15][CH2:14]1, predict the reactants needed to synthesize it. The reactants are: [O:1]1[CH2:6][CH2:5][CH2:4][CH2:3][CH:2]1[O:7][CH2:8][C:9]([O:11]CC)=O.[CH3:14][CH2:15][Mg+].[Br-]. (3) Given the product [Cl:11][C:7]1[CH:6]=[C:5]([CH:2]([NH:1][C:13]([NH:12][C:15]2[CH:16]=[CH:17][C:18]([C:21]3[N:25]=[CH:24][N:23]([C:26]4[CH:31]=[CH:30][C:29]([O:32][C:33]([F:36])([F:34])[F:35])=[CH:28][CH:27]=4)[N:22]=3)=[CH:19][CH:20]=2)=[S:14])[CH2:3][OH:4])[CH:10]=[CH:9][CH:8]=1, predict the reactants needed to synthesize it. The reactants are: [NH2:1][CH:2]([C:5]1[CH:10]=[CH:9][CH:8]=[C:7]([Cl:11])[CH:6]=1)[CH2:3][OH:4].[N:12]([C:15]1[CH:20]=[CH:19][C:18]([C:21]2[N:25]=[CH:24][N:23]([C:26]3[CH:31]=[CH:30][C:29]([O:32][C:33]([F:36])([F:35])[F:34])=[CH:28][CH:27]=3)[N:22]=2)=[CH:17][CH:16]=1)=[C:13]=[S:14]. (4) Given the product [NH2:1][C:2]1[N:3]=[CH:4][C:5]([C:8]([O:10][CH3:11])=[O:9])=[N:6][C:7]=1[Br:19], predict the reactants needed to synthesize it. The reactants are: [NH2:1][C:2]1[N:3]=[CH:4][C:5]([C:8]([O:10][CH3:11])=[O:9])=[N:6][CH:7]=1.C1C(=O)N([Br:19])C(=O)C1. (5) Given the product [Br:1][C:2]1[CH:3]=[C:4]([O:15][CH3:11])[C:5]([O:10][CH3:17])=[C:6]([CH:9]=1)[C:7]#[N:8], predict the reactants needed to synthesize it. The reactants are: [Br:1][C:2]1[CH:3]=[CH:4][C:5]([OH:10])=[C:6]([CH:9]=1)[C:7]#[N:8].[C:11]([O:15][K])(C)(C)C.[CH3:17]OCCl. (6) Given the product [CH2:1]([O:8][C:9]1[CH:18]=[CH:17][CH:16]=[C:15]2[C:10]=1[CH2:11][CH2:12][CH2:13][CH:14]2[C:19]([N:21]([C:28]1[CH:29]=[CH:30][C:31]([CH:34]([CH3:36])[CH3:35])=[CH:32][CH:33]=1)[CH2:22][C:23]1[CH:27]=[N:26][N:25]([CH2:39][CH2:40][CH2:41][N:42]([CH3:44])[CH3:43])[CH:24]=1)=[O:20])[C:2]1[CH:3]=[CH:4][CH:5]=[CH:6][CH:7]=1, predict the reactants needed to synthesize it. The reactants are: [CH2:1]([O:8][C:9]1[CH:18]=[CH:17][CH:16]=[C:15]2[C:10]=1[CH2:11][CH2:12][CH2:13][CH:14]2[C:19]([N:21]([C:28]1[CH:33]=[CH:32][C:31]([CH:34]([CH3:36])[CH3:35])=[CH:30][CH:29]=1)[CH2:22][C:23]1[CH:24]=[N:25][NH:26][CH:27]=1)=[O:20])[C:2]1[CH:7]=[CH:6][CH:5]=[CH:4][CH:3]=1.Cl.Cl[CH2:39][CH2:40][CH2:41][N:42]([CH3:44])[CH3:43]. (7) Given the product [F:11][CH:12]([F:26])[O:13][C:14]1[CH:15]=[C:16]([CH:17]([C:5]2[C:4]3[C:8](=[N:9][CH:10]=[C:2]([Br:1])[CH:3]=3)[NH:7][CH:6]=2)[OH:18])[CH:19]=[C:20]([O:22][CH:23]([F:24])[F:25])[CH:21]=1, predict the reactants needed to synthesize it. The reactants are: [Br:1][C:2]1[CH:3]=[C:4]2[C:8](=[N:9][CH:10]=1)[NH:7][CH:6]=[CH:5]2.[F:11][CH:12]([F:26])[O:13][C:14]1[CH:15]=[C:16]([CH:19]=[C:20]([O:22][CH:23]([F:25])[F:24])[CH:21]=1)[CH:17]=[O:18].[OH-].[K+].O. (8) Given the product [CH2:1]([C:6]1[CH:10]([C:11]2[CH:16]=[CH:15][CH:14]=[CH:13][CH:12]=2)[CH2:9][N:8]([C:27]([Cl:26])=[O:29])[N:7]=1)[CH2:2][CH2:3][CH2:4][CH3:5], predict the reactants needed to synthesize it. The reactants are: [CH2:1]([C:6]1[CH:10]([C:11]2[CH:16]=[CH:15][CH:14]=[CH:13][CH:12]=2)[CH2:9][NH:8][N:7]=1)[CH2:2][CH2:3][CH2:4][CH3:5].CCN(C(C)C)C(C)C.[Cl:26][C:27](Cl)([O:29]C(=O)OC(Cl)(Cl)Cl)Cl. (9) The reactants are: [Cl:1][C:2]1[CH:3]=[C:4]([N:9]2[C:13]([C:14]3[CH:15]=[CH:16][C:17]4[N:18]([N:20]=[CH:21][N:22]=4)[CH:19]=3)=[C:12]([CH3:23])[NH:11][C:10]2=[O:24])[CH:5]=[CH:6][C:7]=1[F:8].CN(C)C=O.CC(C)([O-])C.[K+].[CH3:36][S:37](Cl)(=[O:39])=[O:38]. Given the product [N:22]1[CH:21]=[N:20][N:18]2[CH:19]=[C:14]([C:13]3[N:9]([C:4]4[CH:5]=[CH:6][C:7]([F:8])=[C:2]([Cl:1])[CH:3]=4)[C:10](=[O:24])[N:11]([S:37]([CH3:36])(=[O:39])=[O:38])[C:12]=3[CH3:23])[CH:15]=[CH:16][C:17]=12, predict the reactants needed to synthesize it. (10) Given the product [C:5]1([C:4]2[CH:5]=[CH:2][CH:3]=[CH:2][CH:3]=2)[CH:4]=[CH:5][CH:2]=[CH:3][CH:4]=1, predict the reactants needed to synthesize it. The reactants are: [Al].[CH2:2]([Li])[CH2:3][CH2:4][CH3:5].